Predict the product of the given reaction. From a dataset of Forward reaction prediction with 1.9M reactions from USPTO patents (1976-2016). (1) Given the reactants [CH2:1]([O:3][C:4]([C:6]1[C:15]2[C:10](=[CH:11][C:12]([O:18][CH3:19])=[C:13]([O:16][CH3:17])[CH:14]=2)[CH2:9][CH2:8][N:7]=1)=[O:5])[CH3:2], predict the reaction product. The product is: [CH2:1]([O:3][C:4]([C:6]1[C:15]2[C:10](=[CH:11][C:12]([O:18][CH3:19])=[C:13]([O:16][CH3:17])[CH:14]=2)[CH:9]=[CH:8][N:7]=1)=[O:5])[CH3:2]. (2) Given the reactants [Cl:1][C:2]1[CH:3]=[CH:4][C:5]2[N:6]([C:8]([C:11]([C:14]3[CH:15]=[C:16]4[C:20](=[CH:21][C:22]=3[F:23])[N:19]([CH3:24])[N:18]=[CH:17]4)(O)[CH3:12])=[CH:9][N:10]=2)[N:7]=1.[I-].O[PH2]=O, predict the reaction product. The product is: [Cl:1][C:2]1[CH:3]=[CH:4][C:5]2[N:6]([C:8]([CH:11]([C:14]3[CH:15]=[C:16]4[C:20](=[CH:21][C:22]=3[F:23])[N:19]([CH3:24])[N:18]=[CH:17]4)[CH3:12])=[CH:9][N:10]=2)[N:7]=1. (3) The product is: [OH:4][C@H:5]1[CH:22]=[CH:21][C@@:20]2([CH3:23])[C:7](=[CH:8][CH2:9][C@@H:10]3[C@@H:19]2[CH2:18][CH2:17][C@@:15]2([CH3:16])[C@H:11]3[CH2:12][CH2:13][C:14]2=[O:24])[CH2:6]1. Given the reactants C([O:4][C@H:5]1[CH:22]=[CH:21][C@@:20]2([CH3:23])[C:7](=[CH:8][CH2:9][C@@H:10]3[C@@H:19]2[CH2:18][CH2:17][C@@:15]2([CH3:16])[C@H:11]3[CH2:12][CH2:13][C:14]2=[O:24])[CH2:6]1)(=O)C.C(=O)([O-])[O-].[K+].[K+], predict the reaction product. (4) Given the reactants Br[C:2]1[CH:3]=[N:4][CH:5]=[C:6]([CH:9]=1)[C:7]#[N:8].[CH3:10][C:11]1([CH3:27])[C:15]([CH3:17])([CH3:16])[O:14][B:13]([B:13]2[O:14][C:15]([CH3:17])([CH3:16])[C:11]([CH3:27])([CH3:10])[O:12]2)[O:12]1.C([O-])(=O)C.[K+], predict the reaction product. The product is: [CH3:10][C:11]1([CH3:27])[C:15]([CH3:17])([CH3:16])[O:14][B:13]([C:2]2[CH:3]=[N:4][CH:5]=[C:6]([CH:9]=2)[C:7]#[N:8])[O:12]1. (5) Given the reactants [CH3:1][C:2]1[C:6]([C:7]([NH:9][N:10]2[CH2:15][CH2:14][CH2:13][CH2:12][CH2:11]2)=[O:8])=[N:5][N:4]([C:16]2[CH:17]=[CH:18][C:19]([Cl:23])=[CH:20][C:21]=2[Cl:22])[C:3]=1[C:24]1[CH:25]=[CH:26][C:27]([Cl:30])=[CH:28][CH:29]=1.Cl.[OH-].[Na+], predict the reaction product. The product is: [CH3:1][C:2]1[C:6]([C:7]([NH:9][N:10]2[CH2:11][CH2:12][CH2:13][CH2:14][CH2:15]2)=[O:8])=[N:5][N:4]([C:16]2[CH:17]=[CH:18][C:19]([Cl:23])=[CH:20][C:21]=2[Cl:22])[C:3]=1[C:24]1[CH:25]=[CH:26][C:27]([Cl:30])=[CH:28][CH:29]=1. (6) The product is: [OH:20][CH:17]1[CH:14]2[O:15][CH2:16][CH:12]([N:23]3[C:24](=[O:31])[C:25]4[C:30](=[CH:29][CH:28]=[CH:27][CH:26]=4)[C:22]3=[O:21])[CH:13]2[O:19][CH2:18]1. Given the reactants CC1C=CC(S(O[CH:12]2[CH2:16][O:15][CH:14]3[CH:17]([OH:20])[CH2:18][O:19][CH:13]23)(=O)=O)=CC=1.[O:21]=[C:22]1[C:30]2[C:25](=[CH:26][CH:27]=[CH:28][CH:29]=2)[C:24](=[O:31])[N:23]1[K].O, predict the reaction product. (7) The product is: [CH:13]([C:2]1[CH:3]=[C:4]([CH2:8][C:9]([O:11][CH3:12])=[O:10])[CH:5]=[CH:6][CH:7]=1)=[CH2:14]. Given the reactants Br[C:2]1[CH:3]=[C:4]([CH2:8][C:9]([O:11][CH3:12])=[O:10])[CH:5]=[CH:6][CH:7]=1.[CH2:13]([Sn](CCCC)(CCCC)C=C)[CH2:14]CC.[F-].[Cs+], predict the reaction product.